Dataset: Catalyst prediction with 721,799 reactions and 888 catalyst types from USPTO. Task: Predict which catalyst facilitates the given reaction. Product: [N:23]1([C:2]2[CH:7]=[C:6]([Cl:8])[CH:5]=[CH:4][C:3]=2[CH2:9][N:10]2[CH2:15][CH2:14][N:13]([C:16]([O:18][C:19]([CH3:22])([CH3:21])[CH3:20])=[O:17])[CH2:12][CH2:11]2)[CH2:26][CH2:25][CH2:24]1. Reactant: Br[C:2]1[CH:7]=[C:6]([Cl:8])[CH:5]=[CH:4][C:3]=1[CH2:9][N:10]1[CH2:15][CH2:14][N:13]([C:16]([O:18][C:19]([CH3:22])([CH3:21])[CH3:20])=[O:17])[CH2:12][CH2:11]1.[NH:23]1[CH2:26][CH2:25][CH2:24]1.C(O[Na])(C)(C)C.C1C=CC(P(C2C(C3C(P(C4C=CC=CC=4)C4C=CC=CC=4)=CC=C4C=3C=CC=C4)=C3C(C=CC=C3)=CC=2)C2C=CC=CC=2)=CC=1. The catalyst class is: 187.